Task: Regression. Given a peptide amino acid sequence and an MHC pseudo amino acid sequence, predict their binding affinity value. This is MHC class I binding data.. Dataset: Peptide-MHC class I binding affinity with 185,985 pairs from IEDB/IMGT (1) The binding affinity (normalized) is 0.0847. The MHC is HLA-A02:01 with pseudo-sequence HLA-A02:01. The peptide sequence is SYIRYFTVF. (2) The peptide sequence is RPYGKFRAM. The MHC is HLA-B27:05 with pseudo-sequence HLA-B27:05. The binding affinity (normalized) is 0.0847. (3) The peptide sequence is TSCAPMMQK. The MHC is HLA-A02:12 with pseudo-sequence HLA-A02:12. The binding affinity (normalized) is 0.0847.